This data is from Forward reaction prediction with 1.9M reactions from USPTO patents (1976-2016). The task is: Predict the product of the given reaction. (1) Given the reactants [O:1]=[CH:2][C@@H:3]([C@@H:5]([C@@H:7]([CH2:9][OH:10])[OH:8])[OH:6])[OH:4].S(=O)(=O)(O)O.C(O[C:20](=[O:22])[CH3:21])(=O)C.[C:23]([OH:26])(=O)[CH3:24], predict the reaction product. The product is: [C:2]([O:1][C@@H:2]1[O:8][C@H:7]([CH2:9][O:10][C:20](=[O:22])[CH3:21])[C@@H:5]([O:6][C:23](=[O:26])[CH3:24])[C@H:3]1[O:4][C:5](=[O:6])[CH3:7])(=[O:1])[CH3:3]. (2) The product is: [Cl:1][C:2]1[CH:7]=[C:6]([O:8][C:9]2[CH:14]=[CH:13][C:12]([Cl:15])=[CH:11][CH:10]=2)[CH:5]=[CH:4][C:3]=1[CH2:16][CH:17]=[O:18]. Given the reactants [Cl:1][C:2]1[CH:7]=[C:6]([O:8][C:9]2[CH:14]=[CH:13][C:12]([Cl:15])=[CH:11][CH:10]=2)[CH:5]=[CH:4][C:3]=1/[CH:16]=[CH:17]/[O:18]C, predict the reaction product. (3) Given the reactants FC(F)(F)S([O:6][C@@H:7]([CH3:13])[C:8]([O:10][CH2:11][CH3:12])=[O:9])(=O)=O.O[CH:17]1[CH:22]([C:23]2[CH:28]=[CH:27][C:26]([O:29][CH2:30][CH2:31][CH2:32][O:33][CH2:34][C:35]3[CH:40]=[CH:39][CH:38]=[CH:37][C:36]=3[O:41][CH3:42])=[CH:25][CH:24]=2)[CH2:21][CH2:20][N:19]([C:43]([O:45][C:46]([CH3:49])([CH3:48])[CH3:47])=[O:44])[CH2:18]1, predict the reaction product. The product is: [CH2:11]([O:10][C:8]([C@H:7]([O:6][CH:17]1[CH:22]([C:23]2[CH:24]=[CH:25][C:26]([O:29][CH2:30][CH2:31][CH2:32][O:33][CH2:34][C:35]3[CH:40]=[CH:39][CH:38]=[CH:37][C:36]=3[O:41][CH3:42])=[CH:27][CH:28]=2)[CH2:21][CH2:20][N:19]([C:43]([O:45][C:46]([CH3:49])([CH3:48])[CH3:47])=[O:44])[CH2:18]1)[CH3:13])=[O:9])[CH3:12]. (4) Given the reactants N[C@@H:2]1[CH2:7][CH2:6][N:5]([C:8]([O:10][C:11]([CH3:14])([CH3:13])[CH3:12])=[O:9])[CH2:4][C@H:3]1[OH:15].CCN(CC)CC.[C:23](ON1C(=O)CCC1=O)([O:25][CH2:26][C:27]1[CH:32]=[CH:31][CH:30]=[CH:29][CH:28]=1)=[O:24], predict the reaction product. The product is: [CH2:26]([O:25][C:23]([C@@H:2]1[CH2:7][CH2:6][N:5]([C:8]([O:10][C:11]([CH3:14])([CH3:13])[CH3:12])=[O:9])[CH2:4][C@@H:3]1[OH:15])=[O:24])[C:27]1[CH:32]=[CH:31][CH:30]=[CH:29][CH:28]=1. (5) Given the reactants [CH3:1][C:2]1([CH3:20])[C:11]2[C:6](=[CH:7][CH:8]=[C:9]([CH3:12])[CH:10]=2)[NH:5][CH:4]([C:13]2[CH:19]=[CH:18][CH:17]=[CH:16][C:14]=2[NH2:15])[CH2:3]1.N1C=CC=CC=1.[C:27]1([S:33](Cl)(=[O:35])=[O:34])[CH:32]=[CH:31][CH:30]=[CH:29][CH:28]=1, predict the reaction product. The product is: [CH3:1][C:2]1([CH3:20])[C:11]2[C:6](=[CH:7][CH:8]=[C:9]([CH3:12])[CH:10]=2)[NH:5][CH:4]([C:13]2[CH:19]=[CH:18][CH:17]=[CH:16][C:14]=2[NH:15][S:33]([C:27]2[CH:32]=[CH:31][CH:30]=[CH:29][CH:28]=2)(=[O:35])=[O:34])[CH2:3]1. (6) The product is: [C:2](/[C:3](=[C:24](\[NH2:25])/[CH2:23][C:17]1[CH:22]=[CH:21][CH:20]=[CH:19][CH:18]=1)/[C:4]([O:6][CH3:7])=[O:5])(=[O:1])[CH3:8]. Given the reactants [O:1]=[C:2]([CH3:8])[CH2:3][C:4]([O:6][CH3:7])=[O:5].Cl[Sn](Cl)(Cl)Cl.ClCCl.[C:17]1([CH2:23][C:24]#[N:25])[CH:22]=[CH:21][CH:20]=[CH:19][CH:18]=1, predict the reaction product. (7) Given the reactants Cl[C:2]1[CH:7]=[CH:6][N:5]=[C:4]([C:8]#[N:9])[CH:3]=1.O.[NH2:11][NH2:12], predict the reaction product. The product is: [C:8]([C:4]1[CH:3]=[C:2]([NH:11][NH2:12])[CH:7]=[CH:6][N:5]=1)#[N:9]. (8) Given the reactants [CH3:1][C:2]1[C:7]([CH:8]([CH2:13][CH2:14][CH3:15])[C:9]([O:11]C)=[O:10])=[C:6]([O:16][C:17]2[CH:22]=[CH:21][CH:20]=[CH:19][CH:18]=2)[N:5]=[C:4]([C:23]2[CH:28]=[CH:27][CH:26]=[CH:25][CH:24]=2)[N:3]=1.[OH-].[Na+], predict the reaction product. The product is: [CH3:1][C:2]1[C:7]([CH:8]([CH2:13][CH2:14][CH3:15])[C:9]([OH:11])=[O:10])=[C:6]([O:16][C:17]2[CH:18]=[CH:19][CH:20]=[CH:21][CH:22]=2)[N:5]=[C:4]([C:23]2[CH:28]=[CH:27][CH:26]=[CH:25][CH:24]=2)[N:3]=1.